This data is from Reaction yield outcomes from USPTO patents with 853,638 reactions. The task is: Predict the reaction yield, written as a fraction of the theoretical maximum amount of product (1.0 means a 100% yield; for example, 0.34 means a 34% yield). (1) The reactants are [F:1][C:2]([F:16])([CH3:15])[CH2:3][O:4][C:5]1[N:10]=[N:9][C:8]([C:11](=O)[CH3:12])=[CH:7][C:6]=1[CH3:14].[CH3:17][C:18]([S@:21]([NH2:23])=[O:22])([CH3:20])[CH3:19]. No catalyst specified. The product is [F:1][C:2]([F:16])([CH3:15])[CH2:3][O:4][C:5]1[N:10]=[N:9][C:8]([CH:11]([NH:23][S@@:21]([C:18]([CH3:20])([CH3:19])[CH3:17])=[O:22])[CH3:12])=[CH:7][C:6]=1[CH3:14]. The yield is 0.740. (2) The reactants are [NH2:1][C:2]1[CH:3]=[C:4]([CH:22]=[CH:23][CH:24]=1)[C:5]([NH:7][CH2:8][CH:9]([OH:21])[CH2:10][N:11]1[CH2:20][CH2:19][C:18]2[C:13](=[CH:14][CH:15]=[CH:16][CH:17]=2)[CH2:12]1)=[O:6].CC(O)=O.[O:29]1[CH2:33][CH2:32][C:31](=O)[CH2:30]1.[BH3-]C#N.[Na+]. The catalyst is CO. The product is [CH2:12]1[C:13]2[C:18](=[CH:17][CH:16]=[CH:15][CH:14]=2)[CH2:19][CH2:20][N:11]1[CH2:10][CH:9]([OH:21])[CH2:8][NH:7][C:5](=[O:6])[C:4]1[CH:22]=[CH:23][CH:24]=[C:2]([NH:1][CH:31]2[CH2:32][CH2:33][O:29][CH2:30]2)[CH:3]=1. The yield is 0.180. (3) The reactants are C(OC(=O)C)(=O)C.[CH:8]([OH:10])=O.[NH2:11][CH2:12][CH2:13][O:14][C:15]1[CH:20]=[CH:19][C:18]([C:21]2[N:22]([CH2:34][CH3:35])[C:23]3[C:28]([C:29]=2[C:30]#[N:31])=[CH:27][CH:26]=[C:25]([O:32][CH3:33])[CH:24]=3)=[CH:17][CH:16]=1.C([O-])(O)=O.[Na+]. The catalyst is C1COCC1.CCOC(C)=O. The product is [C:30]([C:29]1[C:28]2[C:23](=[CH:24][C:25]([O:32][CH3:33])=[CH:26][CH:27]=2)[N:22]([CH2:34][CH3:35])[C:21]=1[C:18]1[CH:19]=[CH:20][C:15]([O:14][CH2:13][CH2:12][NH:11][CH:8]=[O:10])=[CH:16][CH:17]=1)#[N:31]. The yield is 0.860. (4) The reactants are Cl.[CH2:2]([N:4]1[CH2:9][CH2:8][C:7]([S:13]([C:16]2[CH:21]=[CH:20][C:19]([C:22]3[CH:27]=[CH:26][C:25]([O:28][C:29]([F:34])([F:33])[CH:30]([F:32])[F:31])=[CH:24][CH:23]=3)=[CH:18][CH:17]=2)(=[O:15])=[O:14])([C:10](O)=[O:11])[CH2:6][CH2:5]1)[CH3:3].C(N(CC)CC)C.F[B-](F)(F)F.N1(OC(N(C)C)=[N+](C)C)C2C=CC=CC=2N=N1.[O:64]1[CH2:69][CH2:68][CH2:67][CH2:66][CH:65]1[O:70][NH2:71]. The yield is 0.680. The product is [CH2:2]([N:4]1[CH2:5][CH2:6][C:7]([S:13]([C:16]2[CH:21]=[CH:20][C:19]([C:22]3[CH:27]=[CH:26][C:25]([O:28][C:29]([F:34])([F:33])[CH:30]([F:31])[F:32])=[CH:24][CH:23]=3)=[CH:18][CH:17]=2)(=[O:15])=[O:14])([C:10]([NH:71][O:70][CH:65]2[CH2:66][CH2:67][CH2:68][CH2:69][O:64]2)=[O:11])[CH2:8][CH2:9]1)[CH3:3]. The catalyst is CN(C=O)C.C(OCC)(=O)C. (5) The yield is 0.650. The reactants are F[C:2]1[CH:7]=[C:6]([CH2:8][S:9]([CH3:12])(=[O:11])=[O:10])[CH:5]=[CH:4][C:3]=1[N+:13]([O-:15])=[O:14].[CH2:16]([O:20][C:21]1[CH:27]=[C:26]([CH2:28][S:29]([CH3:32])(=[O:31])=[O:30])[CH:25]=[CH:24][C:22]=1[NH2:23])[CH:17]([CH3:19])[CH3:18].[NH2:33][C:34]1[S:35][CH:36]=[CH:37][N:38]=1.CC(C)[CH2:41][OH:42]. The product is [CH2:16]([O:20][C:2]1[CH:7]=[C:6]([CH2:8][S:9]([CH3:12])(=[O:11])=[O:10])[CH:5]=[CH:4][C:3]=1[N+:13]([O-:15])=[O:14])[CH:17]([CH3:19])[CH3:18].[CH2:16]([O:20][C:21]1[CH:27]=[C:26]([CH2:28][S:29]([CH3:32])(=[O:31])=[O:30])[CH:25]=[CH:24][C:22]=1[NH:23][C:41]([NH:33][C:34]1[S:35][CH:36]=[CH:37][N:38]=1)=[O:42])[CH:17]([CH3:19])[CH3:18]. No catalyst specified. (6) The reactants are [F:1][C:2]1[CH:31]=[C:30]([N+:32]([O-])=O)[CH:29]=[CH:28][C:3]=1[O:4][C:5]1[CH:10]=[CH:9][N:8]=[C:7]2[N:11](COCC[Si](C)(C)C)[CH:12]=[C:13]([C:14]3[CH:19]=[CH:18][N:17]=[CH:16][CH:15]=3)[C:6]=12.[Cl-].[NH4+].CCCC[N+](CCCC)(CCCC)CCCC.[F-].C(N)CN. The catalyst is CCOC(C)=O.C1COCC1.[Zn].CO. The product is [F:1][C:2]1[CH:31]=[C:30]([NH2:32])[CH:29]=[CH:28][C:3]=1[O:4][C:5]1[CH:10]=[CH:9][N:8]=[C:7]2[NH:11][CH:12]=[C:13]([C:14]3[CH:15]=[CH:16][N:17]=[CH:18][CH:19]=3)[C:6]=12. The yield is 0.810. (7) The product is [F:21][C:20]1[CH:15]=[CH:16][C:17]([CH2:22][NH:23][C:24]([C@H:26]2[N:27]([S:34]([C:37]3[CH:42]=[CH:41][C:40]([F:43])=[CH:39][CH:38]=3)(=[O:35])=[O:36])[CH2:28][C@H:29]3[C@@H:31]2[C:30]3([CH3:33])[CH3:32])=[O:25])=[CH:18][C:19]=1[C:6]1[CH:5]=[N:4][C:3]([C:2]([F:13])([F:12])[F:1])=[N:8][CH:7]=1. The catalyst is C(#N)C.O.C1C=CC(P(C2C=CC=CC=2)[C-]2C=CC=C2)=CC=1.C1C=CC(P(C2C=CC=CC=2)[C-]2C=CC=C2)=CC=1.Cl[Pd]Cl.[Fe+2].ClCCl. The reactants are [F:1][C:2]([F:13])([F:12])[C:3]1[N:8]=[CH:7][C:6](B(O)O)=[CH:5][N:4]=1.Br[C:15]1[CH:16]=[C:17]([CH2:22][NH:23][C:24]([C@@H:26]2[C@@H:31]3[C@@H:29]([C:30]3([CH3:33])[CH3:32])[CH2:28][N:27]2[S:34]([C:37]2[CH:42]=[CH:41][C:40]([F:43])=[CH:39][CH:38]=2)(=[O:36])=[O:35])=[O:25])[CH:18]=[CH:19][C:20]=1[F:21].C(=O)([O-])[O-].[Cs+].[Cs+]. The yield is 0.170. (8) The reactants are [NH2:1][C:2]1[CH:3]=[C:4]([CH:7]=[CH:8][C:9]=1Cl)[C:5]#[N:6].[C:11](=[S:16])(OCC)[S-:12].[K+].Cl. The catalyst is CN(C=O)C.O. The product is [C:5]([C:4]1[CH:7]=[CH:8][C:9]2[S:12][C:11]([SH:16])=[N:1][C:2]=2[CH:3]=1)#[N:6]. The yield is 0.760. (9) The reactants are Cl.[CH3:2][O:3][C:4]1[C:9]2[N:10]=[C:11]([C:13]3[NH:22][C:16]4[CH2:17][CH2:18][NH:19][CH2:20][CH2:21][C:15]=4[N:14]=3)[S:12][C:8]=2[C:7]([N:23]2[CH2:28][CH2:27][O:26][CH2:25][CH2:24]2)=[CH:6][CH:5]=1.C(N(C(C)C)C(C)C)C.[CH3:38][S:39](Cl)(=[O:41])=[O:40]. The catalyst is O1CCCC1. The product is [CH3:38][S:39]([N:19]1[CH2:20][CH2:21][C:15]2[N:14]=[C:13]([C:11]3[S:12][C:8]4[C:7]([N:23]5[CH2:24][CH2:25][O:26][CH2:27][CH2:28]5)=[CH:6][CH:5]=[C:4]([O:3][CH3:2])[C:9]=4[N:10]=3)[NH:22][C:16]=2[CH2:17][CH2:18]1)(=[O:41])=[O:40]. The yield is 0.320.